This data is from Full USPTO retrosynthesis dataset with 1.9M reactions from patents (1976-2016). The task is: Predict the reactants needed to synthesize the given product. (1) Given the product [Cl:2][C:3]1[CH:4]=[C:5]([C:13]2[S:14][C:15]([C:18]3[CH:28]=[CH:27][C:21]4[CH2:22][CH2:23][N:24]([CH2:30][CH2:31][CH2:32][C:33]([O:35][CH2:36][CH3:37])=[O:34])[CH2:25][CH2:26][C:20]=4[CH:19]=3)=[CH:16][N:17]=2)[CH:6]=[CH:7][C:8]=1[O:9][CH:10]([CH3:12])[CH3:11], predict the reactants needed to synthesize it. The reactants are: Cl.[Cl:2][C:3]1[CH:4]=[C:5]([C:13]2[S:14][C:15]([C:18]3[CH:28]=[CH:27][C:21]4[CH2:22][CH2:23][NH:24][CH2:25][CH2:26][C:20]=4[CH:19]=3)=[CH:16][N:17]=2)[CH:6]=[CH:7][C:8]=1[O:9][CH:10]([CH3:12])[CH3:11].Br[CH2:30][CH2:31][CH2:32][C:33]([O:35][CH2:36][CH3:37])=[O:34].C([O-])([O-])=O.[K+].[K+]. (2) Given the product [Cl:1][C:2]1[CH:3]=[CH:4][C:5]([CH2:6][N:7]2[C:12](=[N:38][C:37]3[CH:36]=[CH:35][C:34]([O:27][C:28]4[CH:33]=[CH:32][CH:31]=[CH:30][CH:29]=4)=[CH:40][CH:39]=3)[NH:11][C:10](=[O:16])[N:9]([CH2:17][C@@H:18]([C:20]([O:22][CH3:23])=[O:21])[CH3:19])[C:8]2=[O:24])=[CH:25][CH:26]=1, predict the reactants needed to synthesize it. The reactants are: [Cl:1][C:2]1[CH:26]=[CH:25][C:5]([CH2:6][N:7]2[C:12](SCC)=[N:11][C:10](=[O:16])[N:9]([CH2:17][C@@H:18]([C:20]([O:22][CH3:23])=[O:21])[CH3:19])[C:8]2=[O:24])=[CH:4][CH:3]=1.[O:27]([C:34]1[CH:40]=[CH:39][C:37]([NH2:38])=[CH:36][CH:35]=1)[C:28]1[CH:33]=[CH:32][CH:31]=[CH:30][CH:29]=1.C(O)(=O)C.C(=O)(O)[O-].[Na+]. (3) Given the product [C:17]1([C:20]2[CH:21]=[CH:22][CH:23]=[CH:24][CH:25]=2)[CH:18]=[CH:19][C:14]([C:11]2[NH:10][C:9]3[CH:8]=[CH:7][CH:6]=[C:5]([C:3]([OH:4])=[O:2])[C:13]=3[N:12]=2)=[CH:15][CH:16]=1, predict the reactants needed to synthesize it. The reactants are: C[O:2][C:3]([C:5]1[C:13]2[N:12]=[C:11]([C:14]3[CH:19]=[CH:18][C:17]([C:20]4[CH:25]=[CH:24][CH:23]=[CH:22][CH:21]=4)=[CH:16][CH:15]=3)[NH:10][C:9]=2[CH:8]=[CH:7][CH:6]=1)=[O:4].[OH-].[Na+].Cl. (4) Given the product [F:1][C:2]1[CH:3]=[C:4]([NH:8][C:9]([NH:11][C:12]2[CH:13]=[CH:14][C:15]([C:18]3[CH:26]=[C:25]4[C:21]([C:22]([C:35]5[CH:36]=[N:37][N:38]([CH3:40])[CH:39]=5)=[N:23][NH:24]4)=[CH:20][CH:19]=3)=[CH:16][CH:17]=2)=[O:10])[CH:5]=[CH:6][CH:7]=1, predict the reactants needed to synthesize it. The reactants are: [F:1][C:2]1[CH:3]=[C:4]([NH:8][C:9]([NH:11][C:12]2[CH:17]=[CH:16][C:15]([C:18]3[CH:26]=[C:25]4[C:21]([C:22]([C:35]5[CH:36]=[N:37][N:38]([CH3:40])[CH:39]=5)=[N:23][N:24]4COCC[Si](C)(C)C)=[CH:20][CH:19]=3)=[CH:14][CH:13]=2)=[O:10])[CH:5]=[CH:6][CH:7]=1.Cl. (5) Given the product [N+:8]([C:5]1[CH:6]=[CH:7][C:2]([N:11]2[CH2:14][CH:13]([CH2:15][NH:16][C:17](=[O:23])[O:18][C:19]([CH3:21])([CH3:20])[CH3:22])[CH2:12]2)=[CH:3][CH:4]=1)([O-:10])=[O:9], predict the reactants needed to synthesize it. The reactants are: F[C:2]1[CH:7]=[CH:6][C:5]([N+:8]([O-:10])=[O:9])=[CH:4][CH:3]=1.[NH:11]1[CH2:14][CH:13]([CH2:15][NH:16][C:17](=[O:23])[O:18][C:19]([CH3:22])([CH3:21])[CH3:20])[CH2:12]1.C(=O)([O-])[O-].[K+].[K+].O. (6) Given the product [I:11][C:10]1[C:3]2[C:2]([NH:34][CH2:33][C:32]3[CH:35]=[CH:36][C:29]([O:28][CH3:27])=[CH:30][CH:31]=3)=[N:7][CH:6]=[N:5][C:4]=2[N:8]([S:12]([C:15]2[CH:20]=[CH:19][CH:18]=[CH:17][CH:16]=2)(=[O:14])=[O:13])[CH:9]=1, predict the reactants needed to synthesize it. The reactants are: Cl[C:2]1[C:3]2[C:10]([I:11])=[CH:9][N:8]([S:12]([C:15]3[CH:20]=[CH:19][CH:18]=[CH:17][CH:16]=3)(=[O:14])=[O:13])[C:4]=2[N:5]=[CH:6][N:7]=1.C([O-])([O-])=O.[K+].[K+].[CH3:27][O:28][C:29]1[CH:36]=[CH:35][C:32]([CH2:33][NH2:34])=[CH:31][CH:30]=1.